Dataset: Catalyst prediction with 721,799 reactions and 888 catalyst types from USPTO. Task: Predict which catalyst facilitates the given reaction. Reactant: [CH3:1][O:2][C:3]1[N:4]=[C:5]2[C:10](=[CH:11][CH:12]=1)[N:9]=[CH:8][CH:7]=[C:6]2[CH2:13][CH2:14][C:15]12[CH2:22][CH2:21][C:18]([NH:23]C(=O)OC(C)(C)C)([CH2:19][CH2:20]1)[CH2:17][CH2:16]2.FC(F)(F)C(O)=O. Product: [CH3:1][O:2][C:3]1[N:4]=[C:5]2[C:10](=[CH:11][CH:12]=1)[N:9]=[CH:8][CH:7]=[C:6]2[CH2:13][CH2:14][C:15]12[CH2:20][CH2:19][C:18]([NH2:23])([CH2:21][CH2:22]1)[CH2:17][CH2:16]2. The catalyst class is: 4.